This data is from Reaction yield outcomes from USPTO patents with 853,638 reactions. The task is: Predict the reaction yield, written as a fraction of the theoretical maximum amount of product (1.0 means a 100% yield; for example, 0.34 means a 34% yield). The product is [CH3:1][C:2]1[C:10]([N+:11]([O-:13])=[O:12])=[CH:9][C:5]2[O:6][CH2:7][O:8][C:4]=2[CH:3]=1. The catalyst is C(Cl)(Cl)Cl.ClCCl. The yield is 0.900. The reactants are [CH3:1][C:2]1[CH:10]=[CH:9][C:5]2[O:6][CH2:7][O:8][C:4]=2[CH:3]=1.[N+:11]([O-])([OH:13])=[O:12].